From a dataset of Reaction yield outcomes from USPTO patents with 853,638 reactions. Predict the reaction yield, written as a fraction of the theoretical maximum amount of product (1.0 means a 100% yield; for example, 0.34 means a 34% yield). (1) The reactants are [CH:1]1([CH2:6][CH:7]([C:11]2[CH:16]=[CH:15][C:14]([N+:17]([O-:19])=[O:18])=[CH:13][CH:12]=2)[C:8]([OH:10])=O)[CH2:5][CH2:4][CH2:3][CH2:2]1.C(Cl)(=O)C(Cl)=O.[CH3:26][O:27][C:28](=[O:36])[C:29]1[CH:34]=[CH:33][C:32]([NH2:35])=[N:31][CH:30]=1.C(N(CC)C(C)C)(C)C. The catalyst is C(Cl)Cl.CN(C)C=O.O1CCCC1. The product is [CH3:26][O:27][C:28](=[O:36])[C:29]1[CH:34]=[CH:33][C:32]([NH:35][C:8](=[O:10])[CH:7]([C:11]2[CH:16]=[CH:15][C:14]([N+:17]([O-:19])=[O:18])=[CH:13][CH:12]=2)[CH2:6][CH:1]2[CH2:2][CH2:3][CH2:4][CH2:5]2)=[N:31][CH:30]=1. The yield is 0.446. (2) The reactants are Br[C:2]1[C:10]2[N:9]=[C:8]([C:11]3[C:12](=[O:28])[NH:13][CH:14]=[CH:15][C:16]=3[NH:17][CH2:18][C@H:19]([C:21]3[CH:26]=[CH:25][CH:24]=[C:23]([Cl:27])[CH:22]=3)[OH:20])[NH:7][C:6]=2[CH:5]=[C:4]([CH2:29][N:30]2[CH2:35][CH2:34][N:33]([CH3:36])[CH2:32][CH2:31]2)[CH:3]=1.[CH3:37][Sn](C)(C)C.[F-].[K+]. The catalyst is CN(C=O)C. The product is [Cl:27][C:23]1[CH:22]=[C:21]([C@H:19]([OH:20])[CH2:18][NH:17][C:16]2[CH:15]=[CH:14][NH:13][C:12](=[O:28])[C:11]=2[C:8]2[NH:7][C:6]3[CH:5]=[C:4]([CH2:29][N:30]4[CH2:35][CH2:34][N:33]([CH3:36])[CH2:32][CH2:31]4)[CH:3]=[C:2]([CH3:37])[C:10]=3[N:9]=2)[CH:26]=[CH:25][CH:24]=1. The yield is 0.480.